Dataset: Catalyst prediction with 721,799 reactions and 888 catalyst types from USPTO. Task: Predict which catalyst facilitates the given reaction. (1) Reactant: Cl[C:2]1[N:7]=[CH:6][C:5]([S:8]([N:11]2[CH2:16][C:15](=[O:17])[N:14]([C:18]3[CH:22]=[C:21]([C:23]4[CH:28]=[CH:27][CH:26]=[CH:25][CH:24]=4)[S:20][C:19]=3[C:29]([OH:31])=[O:30])[C@H:13]([CH:32]3[CH2:37][CH2:36][CH2:35][CH2:34][CH2:33]3)[CH2:12]2)(=[O:10])=[O:9])=[CH:4][CH:3]=1.P([O-])([O-])([O-])=O.[K+].[K+].[K+].[N:46]1[CH:51]=[C:50](B(O)O)[CH:49]=[N:48][CH:47]=1. Product: [CH:32]1([C@@H:13]2[CH2:12][N:11]([S:8]([C:5]3[CH:6]=[N:7][C:2]([C:50]4[CH:51]=[N:46][CH:47]=[N:48][CH:49]=4)=[CH:3][CH:4]=3)(=[O:10])=[O:9])[CH2:16][C:15](=[O:17])[N:14]2[C:18]2[CH:22]=[C:21]([C:23]3[CH:28]=[CH:27][CH:26]=[CH:25][CH:24]=3)[S:20][C:19]=2[C:29]([OH:31])=[O:30])[CH2:37][CH2:36][CH2:35][CH2:34][CH2:33]1. The catalyst class is: 10. (2) Reactant: [CH3:1][NH2:2].[CH:3]1([CH2:6][O:7][C:8]2[C:29]([Cl:30])=[CH:28][C:11]([O:12][CH2:13][C:14]3[CH:19]=[CH:18][CH:17]=[CH:16][C:15]=3/[C:20](=[N:25]\[O:26][CH3:27])/[C:21]([O:23]C)=O)=[CH:10][C:9]=2[Cl:31])[CH2:5][CH2:4]1. Product: [CH:3]1([CH2:6][O:7][C:8]2[C:29]([Cl:30])=[CH:28][C:11]([O:12][CH2:13][C:14]3[CH:19]=[CH:18][CH:17]=[CH:16][C:15]=3/[C:20](=[N:25]\[O:26][CH3:27])/[C:21]([NH:2][CH3:1])=[O:23])=[CH:10][C:9]=2[Cl:31])[CH2:5][CH2:4]1. The catalyst class is: 656. (3) Reactant: [CH3:1][C:2]1[CH:7]=[CH:6][N+:5]([O-])=[CH:4][CH:3]=1.F[B-](F)(F)F.[CH3:14][O+:15](C)C. Product: [CH3:1][C:2]1[CH:7]=[CH:6][N:5]=[C:4]([CH2:14][OH:15])[CH:3]=1. The catalyst class is: 2. (4) The catalyst class is: 137. Product: [Br:1][C:2]1[C:3]([N+:27]([O-:29])=[O:28])=[CH:4][C:5]2[O:9][C:8]3[CH:10]=[C:11]([S:14]([NH:17][C@@H:18]([CH:23]([CH3:24])[CH3:25])[C:19]([O:21][CH3:22])=[O:20])(=[O:16])=[O:15])[CH:12]=[CH:13][C:7]=3[C:6]=2[CH:26]=1. Reactant: [Br:1][C:2]1[CH:3]=[CH:4][C:5]2[O:9][C:8]3[CH:10]=[C:11]([S:14]([NH:17][C@@H:18]([CH:23]([CH3:25])[CH3:24])[C:19]([O:21][CH3:22])=[O:20])(=[O:16])=[O:15])[CH:12]=[CH:13][C:7]=3[C:6]=2[CH:26]=1.[N+:27]([O-])([OH:29])=[O:28]. (5) Reactant: [NH2:1][C:2]1[CH:7]=[CH:6][CH:5]=[CH:4][CH:3]=1.N(OC(C)(C)C)=O.C[Si](N=[N+:20]=[N-:21])(C)C.[N+:22]([C:25]1[C:26]([N:31]2[CH2:36][CH2:35][C:34](=[CH:37][C:38]#[CH:39])[CH2:33][CH2:32]2)=[N:27][CH:28]=[CH:29][CH:30]=1)([O-:24])=[O:23].O=C1O[C@H]([C@H](CO)O)C([O-])=C1O.[Na+]. Product: [N+:22]([C:25]1[C:26]([N:31]2[CH2:36][CH2:35][C:34](=[CH:37][C:38]3[N:20]=[N:21][N:1]([C:2]4[CH:7]=[CH:6][CH:5]=[CH:4][CH:3]=4)[CH:39]=3)[CH2:33][CH2:32]2)=[N:27][CH:28]=[CH:29][CH:30]=1)([O-:24])=[O:23]. The catalyst class is: 23.